Dataset: Reaction yield outcomes from USPTO patents with 853,638 reactions. Task: Predict the reaction yield, written as a fraction of the theoretical maximum amount of product (1.0 means a 100% yield; for example, 0.34 means a 34% yield). (1) The reactants are [NH2:1][C:2]1[CH:31]=[CH:30][C:5]([C:6]([N:8]2[C:17]3[C:12](=[CH:13][CH:14]=[CH:15][CH:16]=3)[C@H:11]([N:18]([C:23]3[CH:28]=[CH:27][CH:26]=[CH:25][CH:24]=3)[C:19](=[O:22])[CH2:20][CH3:21])[CH2:10][C@@H:9]2[CH3:29])=[O:7])=[CH:4][CH:3]=1.C(O)(=O)CC.[CH:37]1[CH:42]=[CH:41][CH:40]=[CH:39][CH:38]=1. No catalyst specified. The product is [CH3:40][C:39]1[N:1]([C:2]2[CH:3]=[CH:4][C:5]([C:6]([N:8]3[C:17]4[C:12](=[CH:13][CH:14]=[CH:15][CH:16]=4)[C@H:11]([N:18]([C:23]4[CH:24]=[CH:25][CH:26]=[CH:27][CH:28]=4)[C:19](=[O:22])[CH2:20][CH3:21])[CH2:10][C@@H:9]3[CH3:29])=[O:7])=[CH:30][CH:31]=2)[C:42]([CH3:41])=[CH:37][CH:38]=1. The yield is 0.800. (2) The reactants are [Cl:1][C:2]1[CH:3]=[CH:4][C:5]([C:20]([F:23])([F:22])[F:21])=[C:6]([CH:19]=1)[CH2:7][N:8]1[CH2:13][CH2:12][NH:11][C:10]2[N:14]=[CH:15][C:16](I)=[CH:17][C:9]1=2.[C:24]([NH:27][C:28]1[CH:33]=[CH:32][C:31](B(O)O)=[CH:30][CH:29]=1)(=[O:26])[CH3:25]. No catalyst specified. The product is [Cl:1][C:2]1[CH:3]=[CH:4][C:5]([C:20]([F:23])([F:22])[F:21])=[C:6]([CH:19]=1)[CH2:7][N:8]1[CH2:13][CH2:12][NH:11][C:10]2[N:14]=[CH:15][C:16]([C:31]3[CH:32]=[CH:33][C:28]([NH:27][C:24](=[O:26])[CH3:25])=[CH:29][CH:30]=3)=[CH:17][C:9]1=2. The yield is 0.420. (3) The reactants are [H-].[Na+].[C:3]([O:7][C:8]([N:10]1[CH2:28][CH2:27][C:13]2([N:17]([CH2:18][C:19]3[CH:24]=[CH:23][C:22]([F:25])=[CH:21][CH:20]=3)[NH:16][C:15](=[O:26])[CH2:14]2)[CH2:12][CH2:11]1)=[O:9])([CH3:6])([CH3:5])[CH3:4].[CH2:29]([O:33][C:34]1[CH:41]=[CH:40][C:37]([CH2:38]Br)=[CH:36][CH:35]=1)[CH:30]([CH3:32])[CH3:31]. The catalyst is CN(C=O)C. The product is [C:3]([O:7][C:8]([N:10]1[CH2:28][CH2:27][C:13]2([N:17]([CH2:18][C:19]3[CH:24]=[CH:23][C:22]([F:25])=[CH:21][CH:20]=3)[N:16]([CH2:38][C:37]3[CH:40]=[CH:41][C:34]([O:33][CH2:29][CH:30]([CH3:32])[CH3:31])=[CH:35][CH:36]=3)[C:15](=[O:26])[CH2:14]2)[CH2:12][CH2:11]1)=[O:9])([CH3:6])([CH3:4])[CH3:5]. The yield is 0.500. (4) The reactants are [N+](C1C=CC(N)=C(N)C=1)([O-])=O.[CH:12]([C:15]1[NH:16][C:17]2[CH:23]=[C:22]([N+:24]([O-])=O)[CH:21]=[CH:20][C:18]=2[N:19]=1)([CH3:14])[CH3:13].[N+](C1NC2C=CC=CC=2N=1)([O-])=O. The catalyst is C(O)(=O)C(C)C.CCOC(C)=O.CO.[Pd]. The product is [CH:12]([C:15]1[NH:16][C:17]2[CH:23]=[C:22]([NH2:24])[CH:21]=[CH:20][C:18]=2[N:19]=1)([CH3:14])[CH3:13]. The yield is 0.920.